This data is from Full USPTO retrosynthesis dataset with 1.9M reactions from patents (1976-2016). The task is: Predict the reactants needed to synthesize the given product. (1) Given the product [C:12]([C:10]1[S:11][C:7]([CH2:1][CH2:2][CH2:3][CH2:4][CH2:5][CH3:6])=[CH:8][CH:9]=1)#[CH:13], predict the reactants needed to synthesize it. The reactants are: [CH2:1]([C:7]1[S:11][C:10]([C:12]#[C:13][Si](C)(C)C)=[CH:9][CH:8]=1)[CH2:2][CH2:3][CH2:4][CH2:5][CH3:6].[F-].[K+]. (2) Given the product [N:39]1[C:40]2[C:35](=[CH:34][CH:33]=[C:32]([C:2]#[C:1][C:3]3[CH:4]=[C:5]([CH:27]=[CH:28][C:29]=3[CH3:30])[C:6]([NH:8][C:9]3[CH:14]=[CH:13][C:12]([CH2:15][N:16]4[CH2:17][CH2:18][N:19]([CH3:22])[CH2:20][CH2:21]4)=[C:11]([C:23]([F:25])([F:24])[F:26])[CH:10]=3)=[O:7])[CH:41]=2)[CH:36]=[N:37][CH:38]=1, predict the reactants needed to synthesize it. The reactants are: [C:1]([C:3]1[CH:4]=[C:5]([CH:27]=[CH:28][C:29]=1[CH3:30])[C:6]([NH:8][C:9]1[CH:14]=[CH:13][C:12]([CH2:15][N:16]2[CH2:21][CH2:20][N:19]([CH3:22])[CH2:18][CH2:17]2)=[C:11]([C:23]([F:26])([F:25])[F:24])[CH:10]=1)=[O:7])#[CH:2].Br[C:32]1[CH:41]=[C:40]2[C:35]([CH:36]=[N:37][CH:38]=[N:39]2)=[CH:34][CH:33]=1.